This data is from Catalyst prediction with 721,799 reactions and 888 catalyst types from USPTO. The task is: Predict which catalyst facilitates the given reaction. (1) Reactant: CC(C)([O-])C.[K+].C1(C(C2C=CC=CC=2)=[N:14][CH2:15][C:16]([O:18][CH2:19][CH3:20])=[O:17])C=CC=CC=1.[CH3:27][C:28]1[CH:36]=[CH:35][CH:34]=[CH:33][C:29]=1[C:30]([Cl:32])=[O:31].Cl. Product: [ClH:32].[NH2:14][CH:15]([C:30](=[O:31])[C:29]1[CH:33]=[CH:34][CH:35]=[CH:36][C:28]=1[CH3:27])[C:16]([O:18][CH2:19][CH3:20])=[O:17]. The catalyst class is: 1. (2) The catalyst class is: 3. Reactant: [CH2:1]([N:8]1[CH2:12][C@H:11]([C:13]2[CH:18]=[CH:17][C:16]([Cl:19])=[C:15]([F:20])[CH:14]=2)[C@@H:10]([C@@H:21]([OH:23])[CH3:22])[CH2:9]1)[C:2]1[CH:7]=[CH:6][CH:5]=[CH:4][CH:3]=1.[H-].[Na+].Cl[C:27]1[CH:34]=[CH:33][C:30]([C:31]#[N:32])=[CH:29][N:28]=1. Product: [CH2:1]([N:8]1[CH2:12][C@H:11]([C:13]2[CH:18]=[CH:17][C:16]([Cl:19])=[C:15]([F:20])[CH:14]=2)[C@@H:10]([C@@H:21]([O:23][C:27]2[CH:34]=[CH:33][C:30]([C:31]#[N:32])=[CH:29][N:28]=2)[CH3:22])[CH2:9]1)[C:2]1[CH:3]=[CH:4][CH:5]=[CH:6][CH:7]=1. (3) The catalyst class is: 202. Reactant: [CH3:1][S:2](Cl)(=[O:4])=[O:3].[Cl:6][C:7]1[CH:8]=[CH:9][C:10]([S:37]([CH2:40][CH3:41])(=[O:39])=[O:38])=[C:11]([CH:36]=1)[CH2:12][N:13]1[C:22](=[O:23])[C:21]2[C:16](=[CH:17][C:18]([CH2:28][N:29]3[CH2:34][CH2:33][NH:32][CH2:31][CH2:30]3)=[C:19]([C:24]([F:27])([F:26])[F:25])[CH:20]=2)[NH:15][C:14]1=[O:35]. Product: [Cl:6][C:7]1[CH:8]=[CH:9][C:10]([S:37]([CH2:40][CH3:41])(=[O:38])=[O:39])=[C:11]([CH:36]=1)[CH2:12][N:13]1[C:22](=[O:23])[C:21]2[C:16](=[CH:17][C:18]([CH2:28][N:29]3[CH2:34][CH2:33][N:32]([S:2]([CH3:1])(=[O:4])=[O:3])[CH2:31][CH2:30]3)=[C:19]([C:24]([F:27])([F:25])[F:26])[CH:20]=2)[NH:15][C:14]1=[O:35]. (4) Reactant: [Cl:1][C:2]1[CH:3]=[C:4]([NH:10][C:11]2[N:16]=[C:15](Cl)[CH:14]=[C:13]([C:18]3[CH:23]=[CH:22][CH:21]=[CH:20][CH:19]=3)[N:12]=2)[CH:5]=[CH:6][C:7]=1[O:8][CH3:9].[CH2:24]([N:26]1[CH2:31][CH2:30][NH:29][CH2:28][CH2:27]1)[CH3:25]. Product: [Cl:1][C:2]1[CH:3]=[C:4]([NH:10][C:11]2[N:16]=[C:15]([N:29]3[CH2:30][CH2:31][N:26]([CH2:24][CH3:25])[CH2:27][CH2:28]3)[CH:14]=[C:13]([C:18]3[CH:23]=[CH:22][CH:21]=[CH:20][CH:19]=3)[N:12]=2)[CH:5]=[CH:6][C:7]=1[O:8][CH3:9]. The catalyst class is: 51. (5) Reactant: [OH:1][C:2]1[C:6]2[CH:7]=[C:8]([N+:11]([O-:13])=[O:12])[CH:9]=[CH:10][C:5]=2[O:4][C:3]=1[C:14]([O:16][CH2:17][CH3:18])=[O:15].[CH2:19]1CCN2C(=NCCC2)CC1.IC.Cl. Product: [CH3:19][O:1][C:2]1[C:6]2[CH:7]=[C:8]([N+:11]([O-:13])=[O:12])[CH:9]=[CH:10][C:5]=2[O:4][C:3]=1[C:14]([O:16][CH2:17][CH3:18])=[O:15]. The catalyst class is: 288. (6) Reactant: [CH:1]1([N:6]2[C:10]3[N:11]=[C:12]([NH:16][CH:17]([CH2:26][CH2:27]O)[CH2:18][C:19]4[N:24]=[CH:23][C:22]([CH3:25])=[CH:21][N:20]=4)[NH:13][C:14](=[O:15])[C:9]=3[CH:8]=[N:7]2)[CH2:5][CH2:4][CH2:3][CH2:2]1.[H-].[Na+].CC1C=CC(S(Cl)(=O)=O)=CC=1.O. Product: [CH:1]1([N:6]2[C:10]3[NH:11][C:12]4[N:13]([CH2:27][CH2:26][CH:17]([CH2:18][C:19]5[N:20]=[CH:21][C:22]([CH3:25])=[CH:23][N:24]=5)[N:16]=4)[C:14](=[O:15])[C:9]=3[CH:8]=[N:7]2)[CH2:2][CH2:3][CH2:4][CH2:5]1. The catalyst class is: 1. (7) Reactant: [O:1]([C:8]1[O:12][C:11]([C:13]([OH:15])=O)=[CH:10][CH:9]=1)[C:2]1[CH:7]=[CH:6][CH:5]=[CH:4][CH:3]=1.C([O:18][C:19](=[O:29])[CH:20]=[CH:21][C:22]1[CH:27]=[CH:26][CH:25]=[C:24]([NH2:28])[CH:23]=1)C.CCN(C(C)C)C(C)C. Product: [O:1]([C:8]1[O:12][C:11]([C:13]([NH:28][C:24]2[CH:23]=[C:22]([CH:21]=[CH:20][C:19]([OH:29])=[O:18])[CH:27]=[CH:26][CH:25]=2)=[O:15])=[CH:10][CH:9]=1)[C:2]1[CH:3]=[CH:4][CH:5]=[CH:6][CH:7]=1. The catalyst class is: 3.